From a dataset of NCI-60 drug combinations with 297,098 pairs across 59 cell lines. Regression. Given two drug SMILES strings and cell line genomic features, predict the synergy score measuring deviation from expected non-interaction effect. (1) Drug 1: CC1=C(N=C(N=C1N)C(CC(=O)N)NCC(C(=O)N)N)C(=O)NC(C(C2=CN=CN2)OC3C(C(C(C(O3)CO)O)O)OC4C(C(C(C(O4)CO)O)OC(=O)N)O)C(=O)NC(C)C(C(C)C(=O)NC(C(C)O)C(=O)NCCC5=NC(=CS5)C6=NC(=CS6)C(=O)NCCC[S+](C)C)O. Drug 2: CCC1(CC2CC(C3=C(CCN(C2)C1)C4=CC=CC=C4N3)(C5=C(C=C6C(=C5)C78CCN9C7C(C=CC9)(C(C(C8N6C)(C(=O)OC)O)OC(=O)C)CC)OC)C(=O)OC)O.OS(=O)(=O)O. Cell line: HCC-2998. Synergy scores: CSS=15.3, Synergy_ZIP=-4.11, Synergy_Bliss=1.14, Synergy_Loewe=-2.01, Synergy_HSA=-1.14. (2) Drug 1: C1CN(P(=O)(OC1)NCCCl)CCCl. Drug 2: CC1CCCC2(C(O2)CC(NC(=O)CC(C(C(=O)C(C1O)C)(C)C)O)C(=CC3=CSC(=N3)C)C)C. Cell line: LOX IMVI. Synergy scores: CSS=35.1, Synergy_ZIP=1.61, Synergy_Bliss=-3.60, Synergy_Loewe=-17.8, Synergy_HSA=-4.27. (3) Drug 1: CN(CCCl)CCCl.Cl. Drug 2: B(C(CC(C)C)NC(=O)C(CC1=CC=CC=C1)NC(=O)C2=NC=CN=C2)(O)O. Cell line: UACC62. Synergy scores: CSS=53.8, Synergy_ZIP=-2.91, Synergy_Bliss=-0.548, Synergy_Loewe=-11.6, Synergy_HSA=2.23. (4) Drug 1: CCCS(=O)(=O)NC1=C(C(=C(C=C1)F)C(=O)C2=CNC3=C2C=C(C=N3)C4=CC=C(C=C4)Cl)F. Drug 2: CCCCC(=O)OCC(=O)C1(CC(C2=C(C1)C(=C3C(=C2O)C(=O)C4=C(C3=O)C=CC=C4OC)O)OC5CC(C(C(O5)C)O)NC(=O)C(F)(F)F)O. Cell line: ACHN. Synergy scores: CSS=22.3, Synergy_ZIP=3.82, Synergy_Bliss=5.01, Synergy_Loewe=1.76, Synergy_HSA=4.77. (5) Drug 1: C1=CC(=CC=C1CCC2=CNC3=C2C(=O)NC(=N3)N)C(=O)NC(CCC(=O)O)C(=O)O. Drug 2: CCC(=C(C1=CC=CC=C1)C2=CC=C(C=C2)OCCN(C)C)C3=CC=CC=C3.C(C(=O)O)C(CC(=O)O)(C(=O)O)O. Cell line: HCC-2998. Synergy scores: CSS=35.3, Synergy_ZIP=2.44, Synergy_Bliss=2.66, Synergy_Loewe=-8.67, Synergy_HSA=1.48.